Dataset: Reaction yield outcomes from USPTO patents with 853,638 reactions. Task: Predict the reaction yield, written as a fraction of the theoretical maximum amount of product (1.0 means a 100% yield; for example, 0.34 means a 34% yield). The reactants are C[O-].[Na+].[NH:4]1[CH:11]=[CH:10][C:8](=[S:9])[NH:7][C:5]1=[O:6].Br[CH2:13][C:14]1[CH:19]=[CH:18][C:17]([Cl:20])=[CH:16][CH:15]=1. The catalyst is CO. The product is [Cl:20][C:17]1[CH:18]=[CH:19][C:14]([CH2:13][S:9][C:8]2[CH:10]=[CH:11][NH:4][C:5](=[O:6])[N:7]=2)=[CH:15][CH:16]=1. The yield is 0.670.